Dataset: Forward reaction prediction with 1.9M reactions from USPTO patents (1976-2016). Task: Predict the product of the given reaction. (1) Given the reactants Br[C:2]1[CH:3]=[C:4]([C:8]2[N:13]=[C:12]([C:14]3[CH:19]=[CH:18][CH:17]=[C:16](Br)[CH:15]=3)[N:11]=[C:10]([C:21]3[CH:26]=[CH:25][CH:24]=[CH:23][CH:22]=3)[N:9]=2)[CH:5]=[CH:6][CH:7]=1.[CH3:27][C:28]1[CH:33]=[C:32]([CH3:34])[N:31]=[C:30]([C:35]2[CH:40]=[CH:39][C:38](B3OC(C)(C)C(C)(C)O3)=[CH:37][CH:36]=2)[N:29]=1.[OH-].[Na+].O, predict the reaction product. The product is: [CH3:34][C:32]1[CH:33]=[C:28]([CH3:27])[N:29]=[C:30]([C:35]2[CH:40]=[CH:39][C:38]([C:2]3[CH:7]=[CH:6][CH:5]=[C:4]([C:8]4[N:9]=[C:10]([C:21]5[CH:26]=[C:25]([C:38]6[CH:37]=[CH:36][C:35]([C:30]7[N:31]=[C:32]([CH3:34])[CH:33]=[C:28]([CH3:27])[N:29]=7)=[CH:40][CH:39]=6)[CH:24]=[CH:23][CH:22]=5)[N:11]=[C:12]([C:14]5[CH:19]=[CH:18][CH:17]=[CH:16][CH:15]=5)[N:13]=4)[CH:3]=3)=[CH:37][CH:36]=2)[N:31]=1. (2) Given the reactants [CH2:1]([NH:8][CH2:9][CH:10]([C:12]1[CH:17]=[CH:16][C:15]([Br:18])=[CH:14][CH:13]=1)[OH:11])[C:2]1[CH:7]=[CH:6][CH:5]=[CH:4][CH:3]=1.CCN(CC)CC.Cl[CH2:27][C:28](Cl)=[O:29].[OH-].[K+], predict the reaction product. The product is: [CH2:1]([N:8]1[CH2:9][CH:10]([C:12]2[CH:13]=[CH:14][C:15]([Br:18])=[CH:16][CH:17]=2)[O:11][CH2:27][C:28]1=[O:29])[C:2]1[CH:3]=[CH:4][CH:5]=[CH:6][CH:7]=1. (3) Given the reactants [N:1]1[CH:6]=[CH:5][CH:4]=[C:3]([C:7]2[CH:8]=[C:9]3[C:14](=[N:15][CH:16]=2)[NH:13][CH2:12][CH2:11][CH2:10]3)[CH:2]=1.[CH3:17][N:18]=[C:19]=[O:20].CCN(CC)CC.O, predict the reaction product. The product is: [CH3:17][NH:18][C:19]([N:13]1[C:14]2[C:9](=[CH:8][C:7]([C:3]3[CH:2]=[N:1][CH:6]=[CH:5][CH:4]=3)=[CH:16][N:15]=2)[CH2:10][CH2:11][CH2:12]1)=[O:20]. (4) Given the reactants [C:1]([BH3-])#[N:2].[Na+].[CH3:5][N:6]1[C:11](=[O:12])[CH:10]=[C:9]([C:13]2[CH2:14][CH2:15]N[CH2:17][CH:18]=2)[C:8]([C:19]2[CH:24]=[CH:23][CH:22]=[CH:21][C:20]=2[O:25][C:26]2[CH:31]=[CH:30][CH:29]=[CH:28][CH:27]=2)=[N:7]1.C=O.C(O)(=O)C.C(=O)(O)[O-].[Na+], predict the reaction product. The product is: [CH3:5][N:6]1[C:11](=[O:12])[CH:10]=[C:9]([C:13]2[CH2:14][CH2:15][N:2]([CH3:1])[CH2:17][CH:18]=2)[C:8]([C:19]2[CH:24]=[CH:23][CH:22]=[CH:21][C:20]=2[O:25][C:26]2[CH:27]=[CH:28][CH:29]=[CH:30][CH:31]=2)=[N:7]1.